This data is from Retrosynthesis with 50K atom-mapped reactions and 10 reaction types from USPTO. The task is: Predict the reactants needed to synthesize the given product. Given the product CC(C)(CN)CNc1nc(-c2ccc(Cl)c(Cl)c2)c2c(N)c(C(N)=O)sc2n1, predict the reactants needed to synthesize it. The reactants are: CC(C)(CNC(=O)OC(C)(C)C)CNc1nc(-c2ccc(Cl)c(Cl)c2)c2c(N)c(C(N)=O)sc2n1.